From a dataset of Full USPTO retrosynthesis dataset with 1.9M reactions from patents (1976-2016). Predict the reactants needed to synthesize the given product. Given the product [Br:1][C:2]1[CH:3]=[C:4]([CH2:10][CH2:9][NH2:11])[CH:6]=[CH:7][CH:8]=1, predict the reactants needed to synthesize it. The reactants are: [Br:1][C:2]1[CH:3]=[C:4]([CH:6]=[CH:7][CH:8]=1)N.[CH2:9]([N:11](CC)CC)[CH3:10].S(OCC)(OCC)(=O)=O.O.